This data is from Forward reaction prediction with 1.9M reactions from USPTO patents (1976-2016). The task is: Predict the product of the given reaction. (1) Given the reactants [Cl:1][C:2]1[N:7]=[N:6][C:5]([O:8][CH3:9])=[C:4]([CH:10]=O)[CH:3]=1.[NH2:12][C:13]1[C:18]([NH2:19])=[CH:17][CH:16]=[CH:15][C:14]=1[CH3:20], predict the reaction product. The product is: [Cl:1][C:2]1[N:7]=[N:6][C:5]([O:8][CH3:9])=[C:4]([C:10]2[NH:12][C:13]3[C:14]([CH3:20])=[CH:15][CH:16]=[CH:17][C:18]=3[N:19]=2)[CH:3]=1. (2) Given the reactants F[C:2]1[CH:20]=[C:19]([C:21]([F:27])([F:26])[C:22]([F:25])([F:24])[F:23])[CH:18]=[CH:17][C:3]=1[C:4]([NH:6][C:7]1[CH:12]=[CH:11][CH:10]=[C:9]([S:13](=[O:16])(=[O:15])[NH2:14])[CH:8]=1)=[O:5].[CH3:28][O:29][C:30]1[CH:35]=[C:34]([F:36])[CH:33]=[CH:32][C:31]=1[OH:37].C([O-])([O-])=O.[Cs+].[Cs+], predict the reaction product. The product is: [F:36][C:34]1[CH:33]=[CH:32][C:31]([O:37][C:2]2[CH:20]=[C:19]([C:21]([F:27])([F:26])[C:22]([F:24])([F:25])[F:23])[CH:18]=[CH:17][C:3]=2[C:4]([NH:6][C:7]2[CH:12]=[CH:11][CH:10]=[C:9]([S:13](=[O:15])(=[O:16])[NH2:14])[CH:8]=2)=[O:5])=[C:30]([O:29][CH3:28])[CH:35]=1. (3) The product is: [NH2:8][CH2:9][CH:10]([OH:48])[CH2:11][N:12]1[CH2:23][CH2:22][N:21]([CH2:24][C:25]([O:27][C:28]([CH3:31])([CH3:30])[CH3:29])=[O:26])[CH2:20][CH2:19][N:18]([CH2:32][C:33]([O:35][C:36]([CH3:37])([CH3:38])[CH3:39])=[O:34])[CH2:17][CH2:16][N:15]([CH2:40][C:41]([O:43][C:44]([CH3:47])([CH3:46])[CH3:45])=[O:42])[CH2:14][CH2:13]1. Given the reactants C([N:8](CC1C=CC=CC=1)[CH2:9][CH:10]([OH:48])[CH2:11][N:12]1[CH2:23][CH2:22][N:21]([CH2:24][C:25]([O:27][C:28]([CH3:31])([CH3:30])[CH3:29])=[O:26])[CH2:20][CH2:19][N:18]([CH2:32][C:33]([O:35][C:36]([CH3:39])([CH3:38])[CH3:37])=[O:34])[CH2:17][CH2:16][N:15]([CH2:40][C:41]([O:43][C:44]([CH3:47])([CH3:46])[CH3:45])=[O:42])[CH2:14][CH2:13]1)C1C=CC=CC=1.O, predict the reaction product. (4) Given the reactants C(Cl)(=O)C(Cl)=O.CS(C)=O.[OH:11][CH2:12][CH:13]1[CH2:16][C:15]([CH3:22])([C:17]([O:19][CH2:20][CH3:21])=[O:18])[CH2:14]1.[NH4+].[Cl-], predict the reaction product. The product is: [CH:12]([CH:13]1[CH2:14][C:15]([CH3:22])([C:17]([O:19][CH2:20][CH3:21])=[O:18])[CH2:16]1)=[O:11].